Dataset: Full USPTO retrosynthesis dataset with 1.9M reactions from patents (1976-2016). Task: Predict the reactants needed to synthesize the given product. (1) Given the product [CH3:1][O:2][C:3]1[C:4]([C:11]2[CH:12]=[C:13]([N:24]([CH3:29])[S:25]([CH3:28])(=[O:26])=[O:27])[CH:14]=[CH:15][C:16]=2[O:17][C:18]2[CH:23]=[CH:22][CH:21]=[CH:20][CH:19]=2)=[N:5][N:6]([CH3:10])[C:7](=[O:9])[CH:8]=1, predict the reactants needed to synthesize it. The reactants are: [CH3:1][O:2][C:3]1[C:4]([C:11]2[CH:12]=[C:13]([NH:24][S:25]([CH3:28])(=[O:27])=[O:26])[CH:14]=[CH:15][C:16]=2[O:17][C:18]2[CH:23]=[CH:22][CH:21]=[CH:20][CH:19]=2)=[N:5][N:6]([CH3:10])[C:7](=[O:9])[CH:8]=1.[C:29](=O)([O-])[O-].[K+].[K+].CI. (2) Given the product [N+:1]([C:14]1[C:9]2[N:8]=[CH:7][S:6][C:10]=2[CH:11]=[CH:12][CH:13]=1)([O-:4])=[O:2], predict the reactants needed to synthesize it. The reactants are: [N+:1]([O-:4])([O-])=[O:2].[K+].[S:6]1[C:10]2[CH:11]=[CH:12][CH:13]=[CH:14][C:9]=2[N:8]=[CH:7]1. (3) Given the product [CH3:1][C:2]1[CH:7]=[CH:6][C:5]([S:8]([OH:11])(=[O:10])=[O:9])=[CH:4][CH:3]=1.[NH:12]([CH3:14])[CH3:13], predict the reactants needed to synthesize it. The reactants are: [CH3:1][C:2]1[CH:3]=[CH:4][C:5]([S:8]([OH:11])(=[O:10])=[O:9])=[CH:6][CH:7]=1.[NH:12]([CH3:14])[CH3:13]. (4) The reactants are: [NH:1]1[C:9]2[C:4](=[CH:5][CH:6]=[CH:7][CH:8]=2)[CH2:3][CH2:2]1.[CH:10](O)=[O:11]. Given the product [CH:10]([N:1]1[C:9]2[C:4](=[CH:5][CH:6]=[CH:7][CH:8]=2)[CH2:3][CH2:2]1)=[O:11], predict the reactants needed to synthesize it. (5) The reactants are: [CH3:1][N:2]1[CH2:10][C:9]2[C:4](=[CH:5][CH:6]=[C:7]([N+:11]([O-])=O)[CH:8]=2)[C:3]1=[O:14].[H][H]. Given the product [NH2:11][C:7]1[CH:8]=[C:9]2[C:4](=[CH:5][CH:6]=1)[C:3](=[O:14])[N:2]([CH3:1])[CH2:10]2, predict the reactants needed to synthesize it. (6) Given the product [CH3:19][C:14]1([CH3:20])[C:15]([CH3:18])([CH3:17])[O:16][B:12]([C:2]2[CH:3]=[C:4]3[CH2:10][C:9](=[O:11])[NH:8][C:5]3=[N:6][CH:7]=2)[O:13]1, predict the reactants needed to synthesize it. The reactants are: Br[C:2]1[CH:3]=[C:4]2[CH2:10][C:9](=[O:11])[NH:8][C:5]2=[N:6][CH:7]=1.[B:12]1([B:12]2[O:16][C:15]([CH3:18])([CH3:17])[C:14]([CH3:20])([CH3:19])[O:13]2)[O:16][C:15]([CH3:18])([CH3:17])[C:14]([CH3:20])([CH3:19])[O:13]1.C(O[K])(C)=O.O. (7) Given the product [CH3:1][C:2]1[C:10]([CH2:22][NH:21][C:19](=[O:20])[C:18]([F:25])([F:24])[F:17])=[CH:9][CH:8]=[C:7]([CH3:11])[C:3]=1[C:4]([OH:6])=[O:5], predict the reactants needed to synthesize it. The reactants are: [CH3:1][C:2]1[CH:10]=[CH:9][CH:8]=[C:7]([CH3:11])[C:3]=1[C:4]([OH:6])=[O:5].OS(O)(=O)=O.[F:17][C:18]([F:25])([F:24])[C:19]([NH:21][CH2:22]O)=[O:20]. (8) Given the product [Cl:13][C:14]1[CH:15]=[CH:16][C:17]([C:20]2[CH:21]=[CH:22][C:23]([C:26]#[C:27][C:2]3[CH:12]=[CH:11][C:5]([O:6][CH2:7][CH:8]([OH:10])[CH3:9])=[CH:4][CH:3]=3)=[N:24][CH:25]=2)=[CH:18][CH:19]=1, predict the reactants needed to synthesize it. The reactants are: I[C:2]1[CH:12]=[CH:11][C:5]([O:6][CH2:7][CH:8]([OH:10])[CH3:9])=[CH:4][CH:3]=1.[Cl:13][C:14]1[CH:19]=[CH:18][C:17]([C:20]2[CH:21]=[CH:22][C:23]([C:26]#[CH:27])=[N:24][CH:25]=2)=[CH:16][CH:15]=1.